Predict the product of the given reaction. From a dataset of Forward reaction prediction with 1.9M reactions from USPTO patents (1976-2016). (1) Given the reactants [Cl:1][C@@:2]1([F:11])[C@H:6]([OH:7])[C@@H:5]([CH2:8][OH:9])[O:4][C:3]1=[O:10].[C:12]1([CH3:21])[CH:17]=[CH:16][C:15]([C:18](Cl)=[O:19])=[CH:14][CH:13]=1.C(N([CH2:27][CH3:28])CC)C, predict the reaction product. The product is: [CH3:21][C:12]1[CH:17]=[CH:16][C:15]([C:18]([O:7][C@H:6]2[C@@:2]([Cl:1])([F:11])[C:3](=[O:10])[O:4][C@@H:5]2[CH2:8][O:9][C:18](=[O:19])[C:15]2[CH:16]=[CH:17][C:27]([CH3:28])=[CH:13][CH:14]=2)=[O:19])=[CH:14][CH:13]=1. (2) The product is: [F:9][C:10]1[CH:38]=[CH:37][CH:36]=[CH:35][C:11]=1[CH2:12][N:13]1[C:17]2=[N:18][CH:19]=[CH:20][CH:21]=[C:16]2[C:15]([C:22]2[N:23]=[C:24]([NH:8][CH2:7][C:6]3[N:2]([CH3:1])[N:3]=[CH:4][CH:5]=3)[C:25]3[C:30]([CH3:31])([CH3:32])[C:29](=[O:33])[NH:28][C:26]=3[N:27]=2)=[N:14]1. Given the reactants [CH3:1][N:2]1[C:6]([CH2:7][NH2:8])=[CH:5][CH:4]=[N:3]1.[F:9][C:10]1[CH:38]=[CH:37][CH:36]=[CH:35][C:11]=1[CH2:12][N:13]1[C:17]2=[N:18][CH:19]=[CH:20][CH:21]=[C:16]2[C:15]([C:22]2[N:23]=[C:24](I)[C:25]3[C:30]([CH3:32])([CH3:31])[C:29](=[O:33])[NH:28][C:26]=3[N:27]=2)=[N:14]1, predict the reaction product. (3) Given the reactants Br[C:2]1[CH:7]=[CH:6][C:5]([F:8])=[CH:4][N:3]=1.[Li]CCCC.[C:14]([C:17]1[CH:18]=[N:19][C:20]([N:23]2[CH2:28][CH2:27][N:26]([C:29]([O:31][CH2:32][C:33]3[CH:38]=[CH:37][CH:36]=[CH:35][CH:34]=3)=[O:30])[CH2:25][CH2:24]2)=[N:21][CH:22]=1)(=[O:16])[CH3:15], predict the reaction product. The product is: [F:8][C:5]1[CH:6]=[CH:7][C:2]([C:14]([C:17]2[CH:18]=[N:19][C:20]([N:23]3[CH2:28][CH2:27][N:26]([C:29]([O:31][CH2:32][C:33]4[CH:38]=[CH:37][CH:36]=[CH:35][CH:34]=4)=[O:30])[CH2:25][CH2:24]3)=[N:21][CH:22]=2)([OH:16])[CH3:15])=[N:3][CH:4]=1. (4) Given the reactants [Cl-].[Li+].COC([C:7]1([CH2:27][CH2:28][C:29](=[O:31])[CH3:30])[CH2:16][C@H:15]2[C@@H:10]([CH2:11][CH2:12][C@@:13]3([CH3:25])[C@H:19]([O:20][C:21]([CH3:24])([CH3:23])[CH3:22])[CH2:18][CH2:17][C@@H:14]32)[CH2:9][C:8]1=O)=O.[OH-].[Na+].[NH4+].[Cl-], predict the reaction product. The product is: [CH3:22][C:21]([CH3:23])([O:20][C@H:19]1[C@:13]2([CH3:25])[CH2:12][CH2:11][C@@H:10]3[C@@H:15]([C@H:14]2[CH2:17][CH2:18]1)[CH2:16][C@@H:7]1[C:8](=[CH:30][C:29](=[O:31])[CH2:28][CH2:27]1)[CH2:9]3)[CH3:24]. (5) Given the reactants [CH:1]([NH:4][C:5]([C:7]1[CH:12]=[C:11]([O:13][C:14]2[CH:19]=[CH:18][CH:17]=[CH:16][CH:15]=2)[CH:10]=[CH:9][C:8]=1[NH:20][C:21]([C:23]1[CH:32]=[CH:31][C:26]([C:27]([O:29]C)=[O:28])=[CH:25][CH:24]=1)=[O:22])=[O:6])([CH3:3])[CH3:2].[OH-].[Na+].Cl, predict the reaction product. The product is: [CH:1]([NH:4][C:5]([C:7]1[CH:12]=[C:11]([O:13][C:14]2[CH:19]=[CH:18][CH:17]=[CH:16][CH:15]=2)[CH:10]=[CH:9][C:8]=1[NH:20][C:21]([C:23]1[CH:24]=[CH:25][C:26]([C:27]([OH:29])=[O:28])=[CH:31][CH:32]=1)=[O:22])=[O:6])([CH3:3])[CH3:2].